From a dataset of Full USPTO retrosynthesis dataset with 1.9M reactions from patents (1976-2016). Predict the reactants needed to synthesize the given product. (1) Given the product [I:12][C:8]1[CH:9]=[C:10]([CH3:11])[C:2]([NH:1][C:15](=[O:16])[C:14]([F:25])([F:24])[F:13])=[C:3]([CH:7]=1)[C:4]([OH:6])=[O:5], predict the reactants needed to synthesize it. The reactants are: [NH2:1][C:2]1[C:10]([CH3:11])=[CH:9][C:8]([I:12])=[CH:7][C:3]=1[C:4]([OH:6])=[O:5].[F:13][C:14]([F:25])([F:24])[C:15](O[C:15](=[O:16])[C:14]([F:25])([F:24])[F:13])=[O:16].[OH-].[Na+].Cl. (2) Given the product [CH3:1][C:2]1[CH:11]=[CH:10][C:9]2[C:4](=[CH:5][CH:6]=[C:7]([C:12]([O:14][CH3:15])=[O:13])[CH:8]=2)[N:3]=1, predict the reactants needed to synthesize it. The reactants are: [CH3:1][C:2]1[CH:11]=[CH:10][C:9]2[C:4](=[CH:5][CH:6]=[C:7]([C:12]([OH:14])=[O:13])[CH:8]=2)[N:3]=1.[CH3:15]O. (3) The reactants are: OC1[C:11]2[CH2:10][S:9][N:8]=[C:7]([N:12](C(OC(C)(C)C)=O)C(OC(C)(C)C)=O)[C:6]3=[N:27][N:28]([CH2:30][C:31]4[C:36]([CH3:37])=[C:35]([O:38][CH3:39])[C:34]([CH3:40])=[CH:33][N:32]=4)[N:29]=[C:4]([C:5]=23)[CH2:3]1.ClCCl.ClC(Cl)(O[C:48](=[O:54])[O:49][C:50](Cl)(Cl)Cl)Cl.[CH3:56][NH2:57]. Given the product [CH3:56][NH:57][C:48](=[O:54])[O:49][CH:50]1[C:11]2[CH2:10][S:9][N:8]=[C:7]([NH2:12])[C:6]3=[N:27][N:28]([CH2:30][C:31]4[C:36]([CH3:37])=[C:35]([O:38][CH3:39])[C:34]([CH3:40])=[CH:33][N:32]=4)[N:29]=[C:4]([C:5]=23)[CH2:3]1, predict the reactants needed to synthesize it.